This data is from Catalyst prediction with 721,799 reactions and 888 catalyst types from USPTO. The task is: Predict which catalyst facilitates the given reaction. Reactant: [F:1][C:2]([F:17])([F:16])[O:3][C:4]1[CH:9]=[CH:8][C:7]([CH2:10][C:11]([O:13][CH2:14][CH3:15])=[O:12])=[CH:6][CH:5]=1.[Br:18]N1C(=O)CCC1=O. Product: [Br:18][CH:10]([C:7]1[CH:6]=[CH:5][C:4]([O:3][C:2]([F:16])([F:17])[F:1])=[CH:9][CH:8]=1)[C:11]([O:13][CH2:14][CH3:15])=[O:12]. The catalyst class is: 734.